This data is from Forward reaction prediction with 1.9M reactions from USPTO patents (1976-2016). The task is: Predict the product of the given reaction. (1) Given the reactants [NH2:1][C:2]1[C:7]([C:8]#[C:9][C:10]([CH3:13])([CH3:12])[CH3:11])=[C:6]([N:14]2[CH2:18][CH2:17][C@H:16]([N:19]([CH3:21])[CH3:20])[CH2:15]2)[C:5]([C:22]2[CH:27]=[CH:26][CH:25]=[CH:24][CH:23]=2)=[CH:4][C:3]=1[C:28]#[N:29].C(Cl)(Cl)Cl.C(=O)([O-])O.[Na+], predict the reaction product. The product is: [C:10]([C:9]1[NH:1][C:2]2[C:7]([CH:8]=1)=[C:6]([N:14]1[CH2:18][CH2:17][C@H:16]([N:19]([CH3:21])[CH3:20])[CH2:15]1)[C:5]([C:22]1[CH:23]=[CH:24][CH:25]=[CH:26][CH:27]=1)=[CH:4][C:3]=2[C:28]#[N:29])([CH3:13])([CH3:11])[CH3:12]. (2) The product is: [O:1]1[C:6]2[CH:7]=[CH:8][C:9]([NH:11][C:12]3[CH:17]=[C:16]([C:25]4[CH:24]=[CH:23][CH:22]=[C:21]([C:20]([F:31])([F:30])[F:19])[CH:26]=4)[CH:15]=[CH:14][N:13]=3)=[CH:10][C:5]=2[O:4][CH2:3][CH2:2]1. Given the reactants [O:1]1[C:6]2[CH:7]=[CH:8][C:9]([NH:11][C:12]3[CH:17]=[C:16](I)[CH:15]=[CH:14][N:13]=3)=[CH:10][C:5]=2[O:4][CH2:3][CH2:2]1.[F:19][C:20]([F:31])([F:30])[C:21]1[CH:22]=[C:23](B(O)O)[CH:24]=[CH:25][CH:26]=1, predict the reaction product. (3) Given the reactants [F:1][C:2]1[CH:3]=[C:4]([N:8]2[CH2:12][CH2:11][N:10]([C:13]3[CH:18]=[CH:17][C:16]([O:19][CH3:20])=[C:15]([OH:21])[CH:14]=3)[C:9]2=[O:22])[CH:5]=[CH:6][CH:7]=1.Cl.Cl[CH2:25][CH2:26][N:27]1[CH2:32][CH2:31][CH2:30][CH2:29][CH2:28]1, predict the reaction product. The product is: [F:1][C:2]1[CH:3]=[C:4]([N:8]2[CH2:12][CH2:11][N:10]([C:13]3[CH:18]=[CH:17][C:16]([O:19][CH3:20])=[C:15]([O:21][CH2:25][CH2:26][N:27]4[CH2:32][CH2:31][CH2:30][CH2:29][CH2:28]4)[CH:14]=3)[C:9]2=[O:22])[CH:5]=[CH:6][CH:7]=1. (4) Given the reactants Cl[C:2]1[N:3]=[C:4]([O:29][CH:30]2[CH2:33][CH:32]([C:34]#[N:35])[CH2:31]2)[C:5]2[C:10]([C:11]3[CH:20]=[CH:19][C:14]([C:15]([NH:17][CH3:18])=[O:16])=[CH:13][CH:12]=3)=[CH:9][N:8]([CH2:21][O:22][CH2:23][CH2:24][Si:25]([CH3:28])([CH3:27])[CH3:26])[C:6]=2[N:7]=1.[NH2:36][C:37]1[CH:49]=[CH:48][C:40]([C:41]([NH:43][CH:44]2[CH2:47][O:46][CH2:45]2)=[O:42])=[CH:39][C:38]=1[O:50][CH3:51].C1(P(C2C=CC=CC=2)C2C=CC3C(=CC=CC=3)C=2C2C3C(=CC=CC=3)C=CC=2P(C2C=CC=CC=2)C2C=CC=CC=2)C=CC=CC=1.C(=O)([O-])[O-].[Cs+].[Cs+], predict the reaction product. The product is: [C:34]([CH:32]1[CH2:33][CH:30]([O:29][C:4]2[C:5]3[C:10]([C:11]4[CH:20]=[CH:19][C:14]([C:15](=[O:16])[NH:17][CH3:18])=[CH:13][CH:12]=4)=[CH:9][N:8]([CH2:21][O:22][CH2:23][CH2:24][Si:25]([CH3:28])([CH3:27])[CH3:26])[C:6]=3[N:7]=[C:2]([NH:36][C:37]3[CH:49]=[CH:48][C:40]([C:41]([NH:43][CH:44]4[CH2:45][O:46][CH2:47]4)=[O:42])=[CH:39][C:38]=3[O:50][CH3:51])[N:3]=2)[CH2:31]1)#[N:35]. (5) Given the reactants [C:1]([C:5]1[N:10]=[C:9]([NH:11][CH2:12][CH2:13][CH2:14][O:15][CH3:16])[C:8]([C:17]([N:19]([CH2:42][CH:43]([CH3:45])[CH3:44])[C@H:20]2[CH2:25][C@@H:24]([C:26]([N:28]3[CH2:33][CH2:32][N:31]([CH3:34])[CH2:30][CH2:29]3)=[O:27])[CH2:23][N:22](C(OC(C)(C)C)=O)[CH2:21]2)=[O:18])=[CH:7][N:6]=1)([CH3:4])([CH3:3])[CH3:2].C(OCC)(=O)C.[ClH:52], predict the reaction product. The product is: [ClH:52].[ClH:52].[ClH:52].[C:1]([C:5]1[N:10]=[C:9]([NH:11][CH2:12][CH2:13][CH2:14][O:15][CH3:16])[C:8]([C:17]([N:19]([C@H:20]2[CH2:25][C@@H:24]([C:26]([N:28]3[CH2:33][CH2:32][N:31]([CH3:34])[CH2:30][CH2:29]3)=[O:27])[CH2:23][NH:22][CH2:21]2)[CH2:42][CH:43]([CH3:45])[CH3:44])=[O:18])=[CH:7][N:6]=1)([CH3:3])([CH3:4])[CH3:2].